The task is: Predict the product of the given reaction.. This data is from Forward reaction prediction with 1.9M reactions from USPTO patents (1976-2016). Given the reactants [Br:1][C:2]1[C:3]([N:20]2[CH2:25][CH2:24][N:23](C(NC3C=CC=CC=3)=O)[CH2:22][CH2:21]2)=[C:4]2[N:10]=[C:9]([C:11]3[CH:16]=[CH:15][C:14]([N:17]([CH3:19])[CH3:18])=[CH:13][CH:12]=3)[NH:8][C:5]2=[N:6][CH:7]=1.NC1C([N+]([O-])=O)=C(N2CCN([CH2:51][CH2:52][NH:53][C:54]([NH:56][C:57]3[CH:62]=[CH:61][CH:60]=[CH:59][CH:58]=3)=[O:55])CC2)C(Br)=CN=1.[O-]S(S([O-])=O)=O.[Na+].[Na+].CN(C1C=CC(C=O)=CC=1)C, predict the reaction product. The product is: [Br:1][C:2]1[C:3]([N:20]2[CH2:25][CH2:24][N:23]([CH2:51][CH2:52][NH:53][C:54]([NH:56][C:57]3[CH:62]=[CH:61][CH:60]=[CH:59][CH:58]=3)=[O:55])[CH2:22][CH2:21]2)=[C:4]2[N:10]=[C:9]([C:11]3[CH:16]=[CH:15][C:14]([N:17]([CH3:19])[CH3:18])=[CH:13][CH:12]=3)[NH:8][C:5]2=[N:6][CH:7]=1.